From a dataset of Forward reaction prediction with 1.9M reactions from USPTO patents (1976-2016). Predict the product of the given reaction. The product is: [CH:22]([C:11]1[CH:12]=[C:13]([O:18][CH3:19])[C:14]([O:16][CH3:17])=[CH:15][C:10]=1[CH:9]=[N:8][CH:4]([CH:1]([CH3:2])[CH3:3])[CH:5]([CH3:6])[CH3:7])([CH3:24])[CH3:23]. Given the reactants [CH:1]([CH:4]([N:8]=[CH:9][C:10]1[CH:15]=[C:14]([O:16][CH3:17])[C:13]([O:18][CH3:19])=[CH:12][C:11]=1OC)[CH:5]([CH3:7])[CH3:6])([CH3:3])[CH3:2].[CH:22]([Li])([CH3:24])[CH3:23], predict the reaction product.